This data is from NCI-60 drug combinations with 297,098 pairs across 59 cell lines. The task is: Regression. Given two drug SMILES strings and cell line genomic features, predict the synergy score measuring deviation from expected non-interaction effect. (1) Drug 1: C1C(C(OC1N2C=NC3=C(N=C(N=C32)Cl)N)CO)O. Drug 2: CC1=C(C(=O)C2=C(C1=O)N3CC4C(C3(C2COC(=O)N)OC)N4)N. Cell line: HCT-15. Synergy scores: CSS=60.3, Synergy_ZIP=2.28, Synergy_Bliss=6.74, Synergy_Loewe=3.20, Synergy_HSA=8.43. (2) Drug 1: C1=C(C(=O)NC(=O)N1)N(CCCl)CCCl. Drug 2: C1C(C(OC1N2C=NC3=C(N=C(N=C32)Cl)N)CO)O. Cell line: CAKI-1. Synergy scores: CSS=38.2, Synergy_ZIP=-9.26, Synergy_Bliss=-9.38, Synergy_Loewe=-7.85, Synergy_HSA=-7.45. (3) Drug 1: C1CC2CC3=C(CC1C24CN(S(=O)(=O)N4)CC(F)(F)F)C=CC(=C3)C=CCN5CCC(CC5)C(F)(F)F. Drug 2: CCC1=C2CN3C(=CC4=C(C3=O)COC(=O)C4(CC)O)C2=NC5=C1C=C(C=C5)O. Cell line: HT29. Synergy scores: CSS=78.0, Synergy_ZIP=3.40, Synergy_Bliss=5.42, Synergy_Loewe=1.74, Synergy_HSA=9.60. (4) Drug 1: CC12CCC3C(C1CCC2O)C(CC4=C3C=CC(=C4)O)CCCCCCCCCS(=O)CCCC(C(F)(F)F)(F)F. Drug 2: C1=NC2=C(N=C(N=C2N1C3C(C(C(O3)CO)O)F)Cl)N. Cell line: HOP-62. Synergy scores: CSS=15.5, Synergy_ZIP=0.890, Synergy_Bliss=1.06, Synergy_Loewe=-35.2, Synergy_HSA=-0.0288. (5) Drug 1: C1CCC(CC1)NC(=O)N(CCCl)N=O. Drug 2: CC12CCC3C(C1CCC2O)C(CC4=C3C=CC(=C4)O)CCCCCCCCCS(=O)CCCC(C(F)(F)F)(F)F. Cell line: NCI/ADR-RES. Synergy scores: CSS=10.7, Synergy_ZIP=-4.72, Synergy_Bliss=-1.02, Synergy_Loewe=-3.59, Synergy_HSA=-1.84. (6) Drug 1: C1=CC(=C2C(=C1NCCNCCO)C(=O)C3=C(C=CC(=C3C2=O)O)O)NCCNCCO. Drug 2: CN(C)C1=NC(=NC(=N1)N(C)C)N(C)C. Cell line: 786-0. Synergy scores: CSS=47.2, Synergy_ZIP=2.15, Synergy_Bliss=1.87, Synergy_Loewe=-59.0, Synergy_HSA=0.122. (7) Drug 1: CC12CCC3C(C1CCC2=O)CC(=C)C4=CC(=O)C=CC34C. Drug 2: CCCCCOC(=O)NC1=NC(=O)N(C=C1F)C2C(C(C(O2)C)O)O. Cell line: U251. Synergy scores: CSS=54.0, Synergy_ZIP=-0.891, Synergy_Bliss=0.111, Synergy_Loewe=-21.7, Synergy_HSA=1.43. (8) Drug 1: C1=CC(=CC=C1CCC2=CNC3=C2C(=O)NC(=N3)N)C(=O)NC(CCC(=O)O)C(=O)O. Drug 2: CN1C(=O)N2C=NC(=C2N=N1)C(=O)N. Cell line: MALME-3M. Synergy scores: CSS=10.4, Synergy_ZIP=-2.69, Synergy_Bliss=1.29, Synergy_Loewe=-12.7, Synergy_HSA=-2.09. (9) Drug 2: CC1C(C(CC(O1)OC2CC(CC3=C2C(=C4C(=C3O)C(=O)C5=C(C4=O)C(=CC=C5)OC)O)(C(=O)CO)O)N)O.Cl. Drug 1: C1CCC(C(C1)N)N.C(=O)(C(=O)[O-])[O-].[Pt+4]. Cell line: NCI-H460. Synergy scores: CSS=55.5, Synergy_ZIP=-6.00, Synergy_Bliss=-7.94, Synergy_Loewe=-7.89, Synergy_HSA=-5.41. (10) Drug 1: CC1=CC2C(CCC3(C2CCC3(C(=O)C)OC(=O)C)C)C4(C1=CC(=O)CC4)C. Drug 2: C1CN1P(=S)(N2CC2)N3CC3. Cell line: SK-OV-3. Synergy scores: CSS=9.24, Synergy_ZIP=-2.45, Synergy_Bliss=2.49, Synergy_Loewe=2.23, Synergy_HSA=2.34.